Task: Predict the reaction yield, written as a fraction of the theoretical maximum amount of product (1.0 means a 100% yield; for example, 0.34 means a 34% yield).. Dataset: Reaction yield outcomes from USPTO patents with 853,638 reactions (1) The reactants are [O:1]=[CH:2][C@@H:3]([C@H:5]([C@H:7]([C@@H:9]([CH2:11][OH:12])[OH:10])[OH:8])[OH:6])O.C[Si]([S:17][Si](C)(C)C)(C)C. No catalyst specified. The product is [C@H:11]1([SH:17])[O:12][C@H:3]([CH2:2][OH:1])[C@H:5]([OH:6])[C@H:7]([OH:8])[C@H:9]1[OH:10]. The yield is 0.880. (2) The reactants are P(Cl)(Cl)([Cl:3])=O.[CH2:6]([C:10]1[CH:19]=[CH:18][CH:17]=[C:16]2[C:11]=1[CH:12]=[CH:13][C:14](=O)[NH:15]2)[CH:7]([CH3:9])[CH3:8]. The catalyst is CN(C=O)C. The product is [Cl:3][C:14]1[CH:13]=[CH:12][C:11]2[C:16](=[CH:17][CH:18]=[CH:19][C:10]=2[CH2:6][CH:7]([CH3:9])[CH3:8])[N:15]=1. The yield is 0.910. (3) The reactants are [C:1]([C:5]1[C:10]([N+:11]([O-:13])=[O:12])=[CH:9][C:8]([NH:14][C:15]#[C:16][Si](C)(C)C)=[CH:7][CH:6]=1)([CH3:4])([CH3:3])[CH3:2]. The catalyst is CN(C=O)C.[Cu]I. The product is [C:1]([C:5]1[CH:6]=[C:7]2[C:8](=[CH:9][C:10]=1[N+:11]([O-:13])=[O:12])[NH:14][CH:15]=[CH:16]2)([CH3:4])([CH3:3])[CH3:2]. The yield is 0.690. (4) The reactants are Cl[C:2]1[N:7]=[C:6]([NH:8][C@@H:9]([CH2:12][CH:13]([CH3:15])[CH3:14])[CH2:10][OH:11])[C:5]([C:16]2[CH:20]=[CH:19][S:18][CH:17]=2)=[CH:4][N:3]=1.[NH2:21][C:22]1[CH:27]=[CH:26][C:25]([S:28]([CH3:36])(=[N:30][C:31]([O:33][CH2:34][CH3:35])=[O:32])=[O:29])=[CH:24][CH:23]=1. No catalyst specified. The product is [CH2:34]([O:33][C:31]([N:30]=[S:28]([C:25]1[CH:24]=[CH:23][C:22]([NH:21][C:2]2[N:7]=[C:6]([NH:8][C@H:9]([CH2:10][OH:11])[CH2:12][CH:13]([CH3:15])[CH3:14])[C:5]([C:16]3[CH:20]=[CH:19][S:18][CH:17]=3)=[CH:4][N:3]=2)=[CH:27][CH:26]=1)([CH3:36])=[O:29])=[O:32])[CH3:35]. The yield is 0.420. (5) The reactants are [F:1][C:2]1[CH:7]=[CH:6][C:5](/[CH:8]=[CH:9]/[C:10](O)=[O:11])=[CH:4][C:3]=1[O:13][CH3:14].C(N(CC)CC)C.C1C=CC(P([N:36]=[N+:37]=[N-:38])(C2C=CC=CC=2)=O)=CC=1. The catalyst is C1C=CC=CC=1. The product is [F:1][C:2]1[CH:7]=[CH:6][C:5](/[CH:8]=[CH:9]/[C:10]([N:36]=[N+:37]=[N-:38])=[O:11])=[CH:4][C:3]=1[O:13][CH3:14]. The yield is 0.710.